Predict the product of the given reaction. From a dataset of Forward reaction prediction with 1.9M reactions from USPTO patents (1976-2016). (1) Given the reactants [SH:1][C:2]1SC=[C:5]([C:7]2C=CC=[CH:9][CH:8]=2)[N:6]=1.F[C:14]1[CH:19]=[CH:18][C:17]([N+:20]([O-])=O)=[CH:16][CH:15]=1.C([O-])([O-])=O.[K+].[K+], predict the reaction product. The product is: [N:6]1[CH:5]=[CH:7][CH:8]=[CH:9][C:2]=1[S:1][C:14]1[CH:19]=[CH:18][C:17]([NH2:20])=[CH:16][CH:15]=1. (2) Given the reactants [CH2:1]([O:8][C:9]([N:11]1[CH2:16][CH2:15][CH:14]([CH2:17][O:18][C:19]2[CH:24]=[CH:23][C:22]([NH2:25])=[C:21]([CH2:26][S:27]([C:30]3[C:39]4[C:34](=[CH:35][CH:36]=[CH:37][CH:38]=4)[CH:33]=[CH:32][CH:31]=3)(=[O:29])=[O:28])[CH:20]=2)[CH2:13][CH2:12]1)=[O:10])[C:2]1[CH:7]=[CH:6][CH:5]=[CH:4][CH:3]=1.[N:40]([O-])=O.[Na+].C(=O)(O)[O-].[Na+], predict the reaction product. The product is: [CH2:1]([O:8][C:9]([N:11]1[CH2:12][CH2:13][CH:14]([CH2:17][O:18][C:19]2[CH:20]=[C:21]3[C:22](=[CH:23][CH:24]=2)[NH:25][N:40]=[C:26]3[S:27]([C:30]2[C:39]3[C:34](=[CH:35][CH:36]=[CH:37][CH:38]=3)[CH:33]=[CH:32][CH:31]=2)(=[O:29])=[O:28])[CH2:15][CH2:16]1)=[O:10])[C:2]1[CH:3]=[CH:4][CH:5]=[CH:6][CH:7]=1. (3) Given the reactants [CH:1]1([O:7][C:8]2[CH:13]=[CH:12][C:11]([CH2:14][C:15](N(OC)C)=[O:16])=[CH:10][CH:9]=2)[CH2:6][CH2:5][CH2:4][CH2:3][CH2:2]1.[CH2:21]([Li])[CH2:22][CH2:23][CH3:24].C(=O)=O.CC(C)=O.C(OCC)(=O)C, predict the reaction product. The product is: [CH:1]1([O:7][C:8]2[CH:9]=[CH:10][C:11]([CH2:14][C:15](=[O:16])[CH2:21][CH2:22][CH2:23][CH3:24])=[CH:12][CH:13]=2)[CH2:2][CH2:3][CH2:4][CH2:5][CH2:6]1. (4) Given the reactants [C:1]([O:5][C:6]([NH:8][C@@H:9]([C:13]1[CH:18]=[CH:17][CH:16]=[CH:15][CH:14]=1)[C:10]([OH:12])=O)=[O:7])([CH3:4])([CH3:3])[CH3:2].[CH2:19]([NH2:26])[C:20]1[CH:25]=[CH:24][CH:23]=[CH:22][CH:21]=1.C(N(C(C)C)CC)(C)C.F[P-](F)(F)(F)(F)F.Br[P+](N1CCCC1)(N1CCCC1)N1CCCC1, predict the reaction product. The product is: [C:1]([O:5][C:6](=[O:7])[NH:8][CH:9]([C:10](=[O:12])[NH:26][CH2:19][C:20]1[CH:25]=[CH:24][CH:23]=[CH:22][CH:21]=1)[C:13]1[CH:18]=[CH:17][CH:16]=[CH:15][CH:14]=1)([CH3:2])([CH3:3])[CH3:4]. (5) Given the reactants [Cl:1][C:2]1[CH:3]=[C:4]([CH:8]=[CH:9][C:10]([OH:12])=O)[CH:5]=[CH:6][CH:7]=1.[CH3:13][C:14]1[N:18]([CH3:19])[C:17]([C:20]2[CH:21]=[C:22]([CH:24]=[CH:25][CH:26]=2)[NH2:23])=[CH:16][N:15]=1, predict the reaction product. The product is: [Cl:1][C:2]1[CH:3]=[C:4](/[CH:8]=[CH:9]/[C:10]([NH:23][C:22]2[CH:24]=[CH:25][CH:26]=[C:20]([C:17]3[N:18]([CH3:19])[C:14]([CH3:13])=[N:15][CH:16]=3)[CH:21]=2)=[O:12])[CH:5]=[CH:6][CH:7]=1. (6) Given the reactants [N:1]1([CH2:5][CH2:6][N:7]2[CH:11]=[C:10]([C:12]3[CH:17]=[CH:16][C:15]([F:18])=[C:14]([CH3:19])[CH:13]=3)[N:9]=[C:8]2[CH:20]2[CH2:25][CH2:24][N:23]([C:26]3[N:31]=[CH:30][N:29]=[C:28]([NH2:32])[C:27]=3Br)[CH2:22][CH2:21]2)[CH2:4][CH2:3][CH2:2]1.[N:34]1[CH:39]=[CH:38][CH:37]=[C:36](B(O)O)[CH:35]=1, predict the reaction product. The product is: [N:1]1([CH2:5][CH2:6][N:7]2[CH:11]=[C:10]([C:12]3[CH:17]=[CH:16][C:15]([F:18])=[C:14]([CH3:19])[CH:13]=3)[N:9]=[C:8]2[CH:20]2[CH2:25][CH2:24][N:23]([C:26]3[N:31]=[CH:30][N:29]=[C:28]([NH2:32])[C:27]=3[C:36]3[CH:35]=[N:34][CH:39]=[CH:38][CH:37]=3)[CH2:22][CH2:21]2)[CH2:4][CH2:3][CH2:2]1.